Dataset: Forward reaction prediction with 1.9M reactions from USPTO patents (1976-2016). Task: Predict the product of the given reaction. Given the reactants Cl[C:2]1[N:7]=[CH:6][C:5]([CH2:8][N:9]2[CH:14]=[C:13]3[N:15]=[C:16]([C:18]4[CH:23]=[CH:22][CH:21]=[C:20]([F:24])[C:19]=4[F:25])[N:17]=[C:12]3[CH:11]=[N:10]2)=[CH:4][N:3]=1.[CH2:26]([O:29][C:30]1[CH:35]=[CH:34][C:33](B(O)O)=[C:32]([C:39]([F:42])([F:41])[F:40])[CH:31]=1)[CH2:27][CH3:28], predict the reaction product. The product is: [F:25][C:19]1[C:20]([F:24])=[CH:21][CH:22]=[CH:23][C:18]=1[C:16]1[N:17]=[C:12]2[CH:11]=[N:10][N:9]([CH2:8][C:5]3[CH:4]=[N:3][C:2]([C:33]4[CH:34]=[CH:35][C:30]([O:29][CH2:26][CH2:27][CH3:28])=[CH:31][C:32]=4[C:39]([F:40])([F:41])[F:42])=[N:7][CH:6]=3)[CH:14]=[C:13]2[N:15]=1.